This data is from TCR-epitope binding with 47,182 pairs between 192 epitopes and 23,139 TCRs. The task is: Binary Classification. Given a T-cell receptor sequence (or CDR3 region) and an epitope sequence, predict whether binding occurs between them. (1) The epitope is EIYKRWII. The TCR CDR3 sequence is CASSRGGPGQYF. Result: 0 (the TCR does not bind to the epitope). (2) The epitope is GTITSGWTF. The TCR CDR3 sequence is CASSQAEEGVGQFF. Result: 1 (the TCR binds to the epitope). (3) The epitope is FLNRFTTTL. Result: 0 (the TCR does not bind to the epitope). The TCR CDR3 sequence is CASSLGGSINEQFF. (4) Result: 1 (the TCR binds to the epitope). The TCR CDR3 sequence is CATSRSGLAGKDTQYF. The epitope is LPPIVAKEI. (5) The epitope is RIFTIGTVTLK. The TCR CDR3 sequence is CASSWGVMNTEAFF. Result: 0 (the TCR does not bind to the epitope). (6) The epitope is SEPVLKGVKL. The TCR CDR3 sequence is CASSLTAATGELFF. Result: 0 (the TCR does not bind to the epitope).